Dataset: Full USPTO retrosynthesis dataset with 1.9M reactions from patents (1976-2016). Task: Predict the reactants needed to synthesize the given product. (1) Given the product [Cl:1][C:2]1[CH:3]=[CH:4][CH:5]=[C:6]2[C:10]=1[C:9](=[O:11])[N:8]([C:12]1[CH:13]=[C:14]([CH:32]=[CH:33][CH:34]=1)[C:15]([NH:47][CH2:46][CH2:45][C:36]1[CH:37]=[CH:38][C:39]3[CH2:40][CH2:41][CH2:42][NH:43][C:44]=3[N:35]=1)=[O:16])[CH2:7]2, predict the reactants needed to synthesize it. The reactants are: [Cl:1][C:2]1[CH:3]=[CH:4][CH:5]=[C:6]2[C:10]=1[C:9](=[O:11])[N:8]([C:12]1[CH:13]=[C:14]([CH:32]=[CH:33][CH:34]=1)[C:15](NCCC1CCN(C3C=CN=CC=3)CC1)=[O:16])[CH2:7]2.[N:35]1[C:44]2[NH:43][CH2:42][CH2:41][CH2:40][C:39]=2[CH:38]=[CH:37][C:36]=1[CH2:45][CH2:46][NH2:47].ClC1C=CC=C2C=1C(=O)N(C1C=C(C=CC=1)C(O)=O)C2. (2) The reactants are: [I:1][C:2]1[C:6]2=[N:7][CH:8]=[CH:9][C:10]([CH3:11])=[C:5]2[NH:4][CH:3]=1.[C:12]([O:16][C:17](O[C:17]([O:16][C:12]([CH3:15])([CH3:14])[CH3:13])=[O:18])=[O:18])([CH3:15])([CH3:14])[CH3:13]. Given the product [I:1][C:2]1[C:6]2=[N:7][CH:8]=[CH:9][C:10]([CH3:11])=[C:5]2[N:4]([C:17]([O:16][C:12]([CH3:15])([CH3:14])[CH3:13])=[O:18])[CH:3]=1, predict the reactants needed to synthesize it. (3) Given the product [CH2:14]([O:1][C:2]1[CH:3]=[C:4]([CH:9]=[C:10]([O:12][CH3:13])[CH:11]=1)[C:5]([O:7][CH3:8])=[O:6])[C:15]1[CH:20]=[CH:19][CH:18]=[CH:17][CH:16]=1, predict the reactants needed to synthesize it. The reactants are: [OH:1][C:2]1[CH:3]=[C:4]([CH:9]=[C:10]([O:12][CH3:13])[CH:11]=1)[C:5]([O:7][CH3:8])=[O:6].[CH2:14](Br)[C:15]1[CH:20]=[CH:19][CH:18]=[CH:17][CH:16]=1.C(=O)([O-])[O-].[K+].[K+].O. (4) Given the product [F:1][C:2]1[C:7]([O:8][CH3:9])=[CH:6][C:5]([O:10][CH3:11])=[C:4]([F:12])[C:3]=1[N:13]1[CH2:18][C:17]2[CH:19]=[N:20][C:21]3[NH:25][C:24]([CH2:35][N:36]4[CH2:37][CH2:38][O:39][CH2:40][CH2:41]4)=[CH:23][C:22]=3[C:16]=2[N:15]([CH2:42][CH3:43])[C:14]1=[O:44], predict the reactants needed to synthesize it. The reactants are: [F:1][C:2]1[C:7]([O:8][CH3:9])=[CH:6][C:5]([O:10][CH3:11])=[C:4]([F:12])[C:3]=1[N:13]1[CH2:18][C:17]2[CH:19]=[N:20][C:21]3[N:25](S(C4C=CC=CC=4)(=O)=O)[C:24]([CH2:35][N:36]4[CH2:41][CH2:40][O:39][CH2:38][CH2:37]4)=[CH:23][C:22]=3[C:16]=2[N:15]([CH2:42][CH3:43])[C:14]1=[O:44].[F-].C([N+](CCCC)(CCCC)CCCC)CCC. (5) Given the product [OH:22][CH:16]1[CH2:15][CH2:14][C:10]2([C:9]3[CH:18]=[CH:19][CH:20]=[CH:21][C:8]=3[CH2:7][C:6]3[CH:5]=[CH:4][CH:3]=[CH:2][C:12]=3[C:11]2=[O:13])[CH2:17]1.[CH:2]1[C:12]2[CH:11]([OH:13])[C:10]3([CH2:14][CH2:15][CH:16]([OH:22])[CH2:17]3)[C:9]3[CH:18]=[CH:19][CH:20]=[CH:21][C:8]=3[CH2:7][C:6]=2[CH:5]=[CH:4][CH:3]=1, predict the reactants needed to synthesize it. The reactants are: B.[CH:2]1[C:12]2[C:11](=[O:13])[C:10]3([CH2:17][CH:16]=[CH:15][CH2:14]3)[C:9]3[CH:18]=[CH:19][CH:20]=[CH:21][C:8]=3[CH2:7][C:6]=2[CH:5]=[CH:4][CH:3]=1.[OH-:22].[Na+].OO. (6) Given the product [ClH:2].[OH2:8].[ClH:2].[CH2:43]([N:42]([CH2:40][CH3:41])[CH2:45][CH2:46][O:47][C:48]1[CH:49]=[CH:50][C:51]([C:54]([N:86]2[CH2:85][C:84](=[CH:83][C:79]3[S:78][CH:82]=[CH:81][CH:80]=3)[C:89](=[O:90])[C:88](=[CH:91][C:92]3[S:93][CH:94]=[CH:95][CH:96]=3)[CH2:87]2)=[O:55])=[CH:52][CH:53]=1)[CH3:44], predict the reactants needed to synthesize it. The reactants are: O.[ClH:2].C(N(CC)CC[O:8]C1C=CC(C(N2CC(=CC3C=CC=CC=3)C(=O)C(=CC3C=CC=CC=3)C2)=O)=CC=1)C.[CH2:40]([N:42]([CH2:45][CH2:46][O:47][C:48]1[CH:53]=[CH:52][C:51]([C:54](N2CC(=CC3C=CC=CC=3)C(=O)C(=CC3C=CC=CC=3)C2)=[O:55])=[CH:50][CH:49]=1)[CH2:43][CH3:44])[CH3:41].Cl.[S:78]1[CH:82]=[CH:81][CH:80]=[C:79]1[CH:83]=[C:84]1[C:89](=[O:90])[C:88](=[CH:91][C:92]2[S:93][CH:94]=[CH:95][CH:96]=2)[CH2:87][NH:86][CH2:85]1. (7) Given the product [OH:10][CH:7]([C:5]1[N:6]=[C:2]([C:19]2[N:18]([C:16]([O:15][C:11]([CH3:14])([CH3:13])[CH3:12])=[O:17])[CH:22]=[CH:21][CH:20]=2)[S:3][CH:4]=1)[CH2:8][OH:9], predict the reactants needed to synthesize it. The reactants are: Br[C:2]1[S:3][CH:4]=[C:5]([CH:7]([OH:10])[CH2:8][OH:9])[N:6]=1.[C:11]([O:15][C:16]([N:18]1[CH:22]=[CH:21][CH:20]=[C:19]1B(O)O)=[O:17])([CH3:14])([CH3:13])[CH3:12].C1(P(C2C=CC=CC=2)C2C=CC=CC=2)C=CC=CC=1.C(=O)([O-])[O-].[K+].[K+]. (8) Given the product [C:30]([C:28]1[CH:27]=[CH:26][N:25]=[C:24]([CH2:23][N:12]([CH2:11][C:6]2[CH:5]=[CH:4][C:3]([CH2:2][NH:1][C:45]([CH:37]3[CH2:38][C:39]4[C:44](=[CH:43][CH:42]=[CH:41][CH:40]=4)[CH2:35][NH:36]3)=[O:46])=[CH:8][C:7]=2[CH2:9][OH:10])[CH:13]2[C:22]3[N:21]=[CH:20][CH:19]=[CH:18][C:17]=3[CH2:16][CH2:15][CH2:14]2)[CH:29]=1)([CH3:33])([CH3:32])[CH3:31], predict the reactants needed to synthesize it. The reactants are: [NH2:1][CH2:2][C:3]1[CH:4]=[CH:5][C:6]([CH2:11][N:12]([CH2:23][C:24]2[CH:29]=[C:28]([C:30]([CH3:33])([CH3:32])[CH3:31])[CH:27]=[CH:26][N:25]=2)[CH:13]2[C:22]3[N:21]=[CH:20][CH:19]=[CH:18][C:17]=3[CH2:16][CH2:15][CH2:14]2)=[C:7]([CH2:9][OH:10])[CH:8]=1.Cl.[CH2:35]1[C:44]2[C:39](=[CH:40][CH:41]=[CH:42][CH:43]=2)[CH2:38][CH:37]([C:45](O)=[O:46])[NH:36]1.C1C=CC2N(O)N=NC=2C=1.CCN=C=NCCCN(C)C.CCN(C(C)C)C(C)C. (9) Given the product [CH3:1][N:2]([CH3:18])[C:3]1[CH:8]=[CH:7][C:6]([C:9]2[NH:37][C:35](=[O:36])[NH:34][CH:25]([C:24]3[CH:27]=[C:28]([N+:31]([O-:33])=[O:32])[C:29]([OH:30])=[C:22]([O:21][CH2:19][CH3:20])[CH:23]=3)[C:10]=2[C:11]2[CH:16]=[CH:15][CH:14]=[CH:13][CH:12]=2)=[CH:5][CH:4]=1, predict the reactants needed to synthesize it. The reactants are: [CH3:1][N:2]([CH3:18])[C:3]1[CH:8]=[CH:7][C:6]([C:9](=O)[CH2:10][C:11]2[CH:16]=[CH:15][CH:14]=[CH:13][CH:12]=2)=[CH:5][CH:4]=1.[CH2:19]([O:21][C:22]1[CH:23]=[C:24]([CH:27]=[C:28]([N+:31]([O-:33])=[O:32])[C:29]=1[OH:30])[CH:25]=O)[CH3:20].[NH2:34][C:35]([NH2:37])=[O:36].Cl.